From a dataset of Forward reaction prediction with 1.9M reactions from USPTO patents (1976-2016). Predict the product of the given reaction. (1) Given the reactants [Br:1][C:2]1[CH:3]=[C:4]([SH:8])[CH:5]=[CH:6][CH:7]=1.[OH-].[K+].Br.BrCC([C:16]1[CH:21]=[CH:20][CH:19]=[CH:18][N:17]=1)=O.[CH2:22]([OH:24])[CH3:23], predict the reaction product. The product is: [Br:1][C:2]1[CH:3]=[C:4]([S:8][CH2:23][C:22]([C:19]2[CH:18]=[N:17][CH:16]=[CH:21][CH:20]=2)=[O:24])[CH:5]=[CH:6][CH:7]=1. (2) Given the reactants [CH2:1]([OH:8])[C:2]1[CH:7]=[CH:6][CH:5]=[CH:4][CH:3]=1.C[Si]([N-][Si](C)(C)C)(C)C.[Li+].[CH:19]1([NH:22][C:23]([C:25]2[S:38][C:28]3=[N:29][C:30](S(C)=O)=[C:31]([Cl:34])[C:32]([CH3:33])=[C:27]3[C:26]=2[NH2:39])=[O:24])[CH2:21][CH2:20]1, predict the reaction product. The product is: [CH:19]1([NH:22][C:23]([C:25]2[S:38][C:28]3=[N:29][C:30]([O:8][CH2:1][C:2]4[CH:7]=[CH:6][CH:5]=[CH:4][CH:3]=4)=[C:31]([Cl:34])[C:32]([CH3:33])=[C:27]3[C:26]=2[NH2:39])=[O:24])[CH2:21][CH2:20]1. (3) Given the reactants [NH2:1][C@@H:2]1[CH2:9][N:8]2[C:10]3[CH:11]=[C:12]([C:23]([O:25][CH3:26])=[O:24])[CH:13]=[CH:14][C:15]=3[C:16]([CH:17]3[CH2:22][CH2:21][CH2:20][CH2:19][CH2:18]3)=[C:7]2[C:6]2[CH:27]=[CH:28][C:29]([O:31][CH2:32][C:33]3[CH:38]=[CH:37][CH:36]=[CH:35][N:34]=3)=[CH:30][C:5]=2[O:4][CH2:3]1.C(OC)(OC)OC.[CH3:46][N:47]([CH2:55][CH:56]=O)[C:48](=[O:54])[O:49][C:50]([CH3:53])([CH3:52])[CH3:51].[BH3-]C#N.[Na+], predict the reaction product. The product is: [C:50]([O:49][C:48]([N:47]([CH3:46])[CH2:55][CH2:56][NH:1][C@@H:2]1[CH2:9][N:8]2[C:10]3[CH:11]=[C:12]([C:23]([O:25][CH3:26])=[O:24])[CH:13]=[CH:14][C:15]=3[C:16]([CH:17]3[CH2:22][CH2:21][CH2:20][CH2:19][CH2:18]3)=[C:7]2[C:6]2[CH:27]=[CH:28][C:29]([O:31][CH2:32][C:33]3[CH:38]=[CH:37][CH:36]=[CH:35][N:34]=3)=[CH:30][C:5]=2[O:4][CH2:3]1)=[O:54])([CH3:53])([CH3:52])[CH3:51].